Dataset: Reaction yield outcomes from USPTO patents with 853,638 reactions. Task: Predict the reaction yield, written as a fraction of the theoretical maximum amount of product (1.0 means a 100% yield; for example, 0.34 means a 34% yield). The reactants are [NH:1]1[C:9]2[C:4](=[N:5][C:6]([C:10]([OH:12])=O)=[CH:7][CH:8]=2)[N:3]=[CH:2]1.[NH:13]1[CH2:18][CH2:17][CH2:16][C@@H:15]2[C:19]3[CH:20]=[CH:21][CH:22]=[CH:23][C:24]=3[CH2:25][C@H:14]12.F[P-](F)(F)(F)(F)F.N1(OC(N(C)C)=[N+](C)C)C2N=CC=CC=2N=N1. No catalyst specified. The product is [N:13]1([C:10]([C:6]2[N:5]=[C:4]3[N:3]=[CH:2][NH:1][C:9]3=[CH:8][CH:7]=2)=[O:12])[CH2:18][CH2:17][CH2:16][C@@H:15]2[C:19]3[CH:20]=[CH:21][CH:22]=[CH:23][C:24]=3[CH2:25][C@H:14]12. The yield is 0.740.